This data is from Full USPTO retrosynthesis dataset with 1.9M reactions from patents (1976-2016). The task is: Predict the reactants needed to synthesize the given product. (1) Given the product [N:1]([CH2:4][C@@H:5]1[O:16][C:9]2[N:10]=[N:11][C:12]([Cl:14])=[CH:13][C:8]=2[O:7][CH2:6]1)=[N+:2]=[N-:3], predict the reactants needed to synthesize it. The reactants are: [N:1]([CH2:4][C@H:5]([OH:16])[CH2:6][O:7][C:8]1[CH:13]=[C:12]([Cl:14])[N:11]=[N:10][C:9]=1Cl)=[N+:2]=[N-:3].[H-].[Li+].Cl. (2) Given the product [F:1][C:2]1[CH:30]=[CH:29][CH:28]=[CH:27][C:3]=1[O:4][C:5]1[C:18](=[O:19])[N:17]([C:20]2[CH:21]=[CH:22][C:23]([F:26])=[CH:24][CH:25]=2)[C:8]2[N:9]=[C:10]([NH:41][CH:38]3[CH2:39][CH2:40][N:35]([S:32]([CH3:31])(=[O:34])=[O:33])[CH2:36][CH2:37]3)[N:11]=[CH:12][C:7]=2[CH:6]=1, predict the reactants needed to synthesize it. The reactants are: [F:1][C:2]1[CH:30]=[CH:29][CH:28]=[CH:27][C:3]=1[O:4][C:5]1[C:18](=[O:19])[N:17]([C:20]2[CH:25]=[CH:24][C:23]([F:26])=[CH:22][CH:21]=2)[C:8]2[N:9]=[C:10](S(C)(=O)=O)[N:11]=[CH:12][C:7]=2[CH:6]=1.[CH3:31][S:32]([N:35]1[CH2:40][CH2:39][CH:38]([NH2:41])[CH2:37][CH2:36]1)(=[O:34])=[O:33].C(OCC)(=O)C. (3) Given the product [CH3:19][O:20][C:21]1[C:22]([NH:27][C:13](=[O:15])[C:12]2[CH:16]=[CH:17][CH:18]=[C:10]([S:7]([N:1]3[CH2:2][CH2:3][CH2:4][CH2:5][CH2:6]3)(=[O:8])=[O:9])[CH:11]=2)=[N:23][CH:24]=[CH:25][CH:26]=1, predict the reactants needed to synthesize it. The reactants are: [N:1]1([S:7]([C:10]2[CH:11]=[C:12]([CH:16]=[CH:17][CH:18]=2)[C:13]([OH:15])=O)(=[O:9])=[O:8])[CH2:6][CH2:5][CH2:4][CH2:3][CH2:2]1.[CH3:19][O:20][C:21]1[C:22]([NH2:27])=[N:23][CH:24]=[CH:25][CH:26]=1.